Task: Predict the reactants needed to synthesize the given product.. Dataset: Full USPTO retrosynthesis dataset with 1.9M reactions from patents (1976-2016) (1) Given the product [CH2:48]([N:52]1[N:56]=[C:55]([CH3:57])[S:54]/[C:53]/1=[CH:58]\[C:6]([C:5]1[CH:9]=[C:10]([O:12][CH3:13])[CH:11]=[C:3]([O:2][CH3:1])[CH:4]=1)=[O:8])[CH2:49][CH2:50][CH3:51], predict the reactants needed to synthesize it. The reactants are: [CH3:1][O:2][C:3]1[CH:4]=[C:5]([CH:9]=[C:10]([O:12][CH3:13])[CH:11]=1)[C:6]([OH:8])=O.CN(C(ON1N=NC2C=CC=NC1=2)=[N+](C)C)C.F[P-](F)(F)(F)(F)F.CCN(C(C)C)C(C)C.[I-].[CH2:48]([N+:52]1[N:56]=[C:55]([CH3:57])[S:54][C:53]=1[CH3:58])[CH2:49][CH2:50][CH3:51]. (2) The reactants are: [CH3:1][O:2][N:3]=[C:4]1[C:16]2[C:11](=[C:12]([CH3:21])[C:13]([CH3:20])=[C:14]([OH:19])[C:15]=2[CH2:17][CH3:18])[O:10][C:6]2([CH2:9][CH2:8][CH2:7]2)[CH2:5]1.Cl. Given the product [CH2:17]([C:15]1[C:14]([OH:19])=[C:13]([CH3:20])[C:12]([CH3:21])=[C:11]2[C:16]=1[CH:4]([NH:3][O:2][CH3:1])[CH2:5][C:6]1([O:10]2)[CH2:9][CH2:8][CH2:7]1)[CH3:18], predict the reactants needed to synthesize it. (3) Given the product [CH3:35][C:5]([O:7][C:8]1[CH:13]=[CH:12][C:11]([O:14][CH2:15][C:16]2[C:17]([CH3:33])=[N:18][C:19]([C:22]3[CH:27]=[CH:26][C:25]([O:28][C:29]([F:31])([F:32])[F:30])=[CH:24][CH:23]=3)=[CH:20][CH:21]=2)=[CH:10][C:9]=1[CH3:34])([CH3:6])[C:4]([OH:36])=[O:3], predict the reactants needed to synthesize it. The reactants are: C([O:3][C:4](=[O:36])[C:5]([CH3:35])([O:7][C:8]1[CH:13]=[CH:12][C:11]([O:14][CH2:15][C:16]2[C:17]([CH3:33])=[N:18][C:19]([C:22]3[CH:27]=[CH:26][C:25]([O:28][C:29]([F:32])([F:31])[F:30])=[CH:24][CH:23]=3)=[CH:20][CH:21]=2)=[CH:10][C:9]=1[CH3:34])[CH3:6])C.[OH-].[Na+]. (4) Given the product [Cl:9][C:10]([Cl:14])([Cl:13])[C@H:11]1[N:1]2[CH2:8][CH2:7][CH2:6][C@@H:2]2[C:3](=[O:5])[O:4]1, predict the reactants needed to synthesize it. The reactants are: [NH:1]1[CH2:8][CH2:7][CH2:6][C@@H:2]1[C:3]([OH:5])=[O:4].[Cl:9][C:10]([Cl:14])([Cl:13])[CH:11]=O. (5) The reactants are: [CH2:1]([C@@H:8]1[C@@H:16]([CH2:17][OH:18])[C@H:15]([CH3:19])[O:14][C:13](=[O:20])[C@@H:12]([NH:21][C:22](=[O:28])[O:23][C:24]([CH3:27])([CH3:26])[CH3:25])[CH2:11][O:10][CH2:9]1)[C:2]1[CH:7]=[CH:6][CH:5]=[CH:4][CH:3]=1.[C:29]1(O)[CH:34]=[CH:33][CH:32]=[CH:31][CH:30]=1.C1(P(C2C=CC=CC=2)C2C=CC=CC=2)C=CC=CC=1.N(/C(OC(C)C)=O)=N\C(OC(C)C)=O. Given the product [CH2:1]([C@@H:8]1[C@@H:16]([CH2:17][O:18][C:29]2[CH:34]=[CH:33][CH:32]=[CH:31][CH:30]=2)[C@H:15]([CH3:19])[O:14][C:13](=[O:20])[C@@H:12]([NH:21][C:22](=[O:28])[O:23][C:24]([CH3:27])([CH3:26])[CH3:25])[CH2:11][O:10][CH2:9]1)[C:2]1[CH:7]=[CH:6][CH:5]=[CH:4][CH:3]=1, predict the reactants needed to synthesize it.